Dataset: Buchwald-Hartwig C-N cross coupling reaction yields with 55,370 reactions. Task: Predict the reaction yield, written as a fraction of the theoretical maximum amount of product (1.0 means a 100% yield; for example, 0.34 means a 34% yield). (1) The reactants are FC(F)(F)c1ccc(I)cc1.Cc1ccc(N)cc1.O=S(=O)(O[Pd]1c2ccccc2-c2ccccc2N~1)C(F)(F)F.COc1ccc(OC)c(P([C@]23C[C@H]4C[C@H](C[C@H](C4)C2)C3)[C@]23C[C@H]4C[C@H](C[C@H](C4)C2)C3)c1-c1c(C(C)C)cc(C(C)C)cc1C(C)C.CN(C)C(=NC(C)(C)C)N(C)C.Fc1cccc(F)c1-c1ccno1. No catalyst specified. The product is Cc1ccc(Nc2ccc(C(F)(F)F)cc2)cc1. The yield is 0.342. (2) The reactants are Clc1cccnc1.Cc1ccc(N)cc1.O=S(=O)(O[Pd]1c2ccccc2-c2ccccc2N~1)C(F)(F)F.CC(C)c1cc(C(C)C)c(-c2ccccc2P(C2CCCCC2)C2CCCCC2)c(C(C)C)c1.CN1CCCN2CCCN=C12.CCOC(=O)c1cnoc1. No catalyst specified. The product is Cc1ccc(Nc2cccnc2)cc1. The yield is 0.0433. (3) The reactants are CCc1ccc(Cl)cc1.Cc1ccc(N)cc1.O=S(=O)(O[Pd]1c2ccccc2-c2ccccc2N~1)C(F)(F)F.COc1ccc(OC)c(P([C@]23C[C@H]4C[C@H](C[C@H](C4)C2)C3)[C@]23C[C@H]4C[C@H](C[C@H](C4)C2)C3)c1-c1c(C(C)C)cc(C(C)C)cc1C(C)C.CN1CCCN2CCCN=C12.Cc1ccon1. No catalyst specified. The product is CCc1ccc(Nc2ccc(C)cc2)cc1. The yield is 0.00969. (4) The reactants are Clc1ccccn1.Cc1ccc(N)cc1.O=S(=O)(O[Pd]1c2ccccc2-c2ccccc2N~1)C(F)(F)F.COc1ccc(OC)c(P(C(C)(C)C)C(C)(C)C)c1-c1c(C(C)C)cc(C(C)C)cc1C(C)C.CN(C)C(=NC(C)(C)C)N(C)C.CCOC(=O)c1cnoc1. No catalyst specified. The product is Cc1ccc(Nc2ccccn2)cc1. The yield is 0. (5) The reactants are COc1ccc(I)cc1.Cc1ccc(N)cc1.O=S(=O)(O[Pd]1c2ccccc2-c2ccccc2N~1)C(F)(F)F.COc1ccc(OC)c(P(C(C)(C)C)C(C)(C)C)c1-c1c(C(C)C)cc(C(C)C)cc1C(C)C.CN1CCCN2CCCN=C12.COC(=O)c1cc(-c2cccs2)on1. No catalyst specified. The product is COc1ccc(Nc2ccc(C)cc2)cc1. The yield is 0.443. (6) The reactants are Clc1ccccn1.Cc1ccc(N)cc1.O=S(=O)(O[Pd]1c2ccccc2-c2ccccc2N~1)C(F)(F)F.COc1ccc(OC)c(P([C@]23C[C@H]4C[C@H](C[C@H](C4)C2)C3)[C@]23C[C@H]4C[C@H](C[C@H](C4)C2)C3)c1-c1c(C(C)C)cc(C(C)C)cc1C(C)C.CN1CCCN2CCCN=C12.CCOC(=O)c1cnoc1. No catalyst specified. The product is Cc1ccc(Nc2ccccn2)cc1. The yield is 0.345. (7) The reactants are Ic1ccccn1.Cc1ccc(N)cc1.O=S(=O)(O[Pd]1c2ccccc2-c2ccccc2N~1)C(F)(F)F.COc1ccc(OC)c(P([C@]23C[C@H]4C[C@H](C[C@H](C4)C2)C3)[C@]23C[C@H]4C[C@H](C[C@H](C4)C2)C3)c1-c1c(C(C)C)cc(C(C)C)cc1C(C)C.CN(C)C(=NC(C)(C)C)N(C)C.Cc1cc(-c2ccccc2)on1. No catalyst specified. The product is Cc1ccc(Nc2ccccn2)cc1. The yield is 0.476.